Task: Predict the reactants needed to synthesize the given product.. Dataset: Full USPTO retrosynthesis dataset with 1.9M reactions from patents (1976-2016) (1) Given the product [CH:18]1([CH2:17][NH:16][C:14]([C:11]2[CH:12]=[CH:13][C:8]([C:6]3[C:5]([CH3:21])=[CH:4][CH:3]=[C:2]([NH:1][C:34]([C:32]4[CH:31]=[N:30][CH:29]=[C:28]([N:22]5[CH2:27][CH2:26][O:25][CH2:24][CH2:23]5)[N:33]=4)=[O:35])[CH:7]=3)=[CH:9][CH:10]=2)=[O:15])[CH2:20][CH2:19]1, predict the reactants needed to synthesize it. The reactants are: [NH2:1][C:2]1[CH:3]=[CH:4][C:5]([CH3:21])=[C:6]([C:8]2[CH:13]=[CH:12][C:11]([C:14]([NH:16][CH2:17][CH:18]3[CH2:20][CH2:19]3)=[O:15])=[CH:10][CH:9]=2)[CH:7]=1.[N:22]1([C:28]2[N:33]=[C:32]([C:34](O)=[O:35])[CH:31]=[N:30][CH:29]=2)[CH2:27][CH2:26][O:25][CH2:24][CH2:23]1.CN(C(ON1N=NC2C=CC=NC1=2)=[N+](C)C)C.F[P-](F)(F)(F)(F)F.C1C=CC2N(O)N=NC=2C=1.CCN(C(C)C)C(C)C. (2) Given the product [Cl:32][C:26]1[C:27]([Cl:31])=[CH:28][CH:29]=[CH:30][C:25]=1[CH2:24][N:14]1[CH2:13][CH2:12][N:11]2[C:7]([C:2]3[CH:3]=[N:4][CH:5]=[CH:6][N:1]=3)=[N:8][N:9]=[C:10]2[C:15]1=[O:16], predict the reactants needed to synthesize it. The reactants are: [N:1]1[CH:6]=[CH:5][N:4]=[CH:3][C:2]=1[C:7]1[N:11]2[CH2:12][CH2:13][NH:14][C:15](=[O:16])[C:10]2=[N:9][N:8]=1.C(=O)([O-])[O-].[Cs+].[Cs+].Br[CH2:24][C:25]1[CH:30]=[CH:29][CH:28]=[C:27]([Cl:31])[C:26]=1[Cl:32].CO. (3) Given the product [Cl:23][C:21]1[N:20]=[N:19][C:18]2[N:13]=[C:12]([CH2:11][O:10][CH2:9][CH2:8][C:4]3[CH:5]=[CH:6][CH:7]=[C:2]([Cl:1])[CH:3]=3)[NH:14][C:15](=[O:16])[C:17]=2[CH:22]=1, predict the reactants needed to synthesize it. The reactants are: [Cl:1][C:2]1[CH:3]=[C:4]([CH2:8][CH2:9][O:10][CH2:11][C:12]([NH:14][C:15]([C:17]2[CH:22]=[C:21]([Cl:23])[N:20]=[N:19][C:18]=2Cl)=[O:16])=[NH:13])[CH:5]=[CH:6][CH:7]=1.C([O-])([O-])=O.[K+].[K+].O.Cl. (4) Given the product [ClH:1].[NH2:8][C:7]1[CH:3]=[N:4][N:5]([CH2:14][C:15]2[CH:20]=[CH:19][C:18]([O:21][CH3:22])=[CH:17][CH:16]=2)[C:6]=1[C:11]([NH2:13])=[O:12], predict the reactants needed to synthesize it. The reactants are: [ClH:1].C[C:3]1[C:7]([N+:8]([O-])=O)=[C:6]([C:11]([NH2:13])=[O:12])[N:5]([CH2:14][C:15]2[CH:20]=[CH:19][C:18]([O:21][CH3:22])=[CH:17][CH:16]=2)[N:4]=1.C(=O)([O-])[O-].[K+].[K+].Cl.C(OCC)(=O)C. (5) Given the product [NH2:18][C:10]1[CH:11]=[C:12]([CH:16]=[CH:17][C:9]=1[O:8][CH3:7])[C:13]([NH:31][C:30]1[CH:32]=[CH:33][C:27]([F:26])=[CH:28][CH:29]=1)=[O:15], predict the reactants needed to synthesize it. The reactants are: C(Cl)(=O)C(Cl)=O.[CH3:7][O:8][C:9]1[CH:17]=[CH:16][C:12]([C:13]([OH:15])=O)=[CH:11][C:10]=1[N+:18]([O-])=O.CN(C)C=O.[F:26][C:27]1[CH:33]=[CH:32][C:30]([NH2:31])=[CH:29][CH:28]=1.